From a dataset of NCI-60 drug combinations with 297,098 pairs across 59 cell lines. Regression. Given two drug SMILES strings and cell line genomic features, predict the synergy score measuring deviation from expected non-interaction effect. (1) Drug 1: C1CCC(C1)C(CC#N)N2C=C(C=N2)C3=C4C=CNC4=NC=N3. Drug 2: C1=CC(=CC=C1C#N)C(C2=CC=C(C=C2)C#N)N3C=NC=N3. Cell line: RPMI-8226. Synergy scores: CSS=-1.28, Synergy_ZIP=5.27, Synergy_Bliss=8.64, Synergy_Loewe=2.57, Synergy_HSA=2.61. (2) Drug 1: CC1=C(C=C(C=C1)C(=O)NC2=CC(=CC(=C2)C(F)(F)F)N3C=C(N=C3)C)NC4=NC=CC(=N4)C5=CN=CC=C5. Drug 2: CC1=C(C(=O)C2=C(C1=O)N3CC4C(C3(C2COC(=O)N)OC)N4)N. Cell line: MDA-MB-231. Synergy scores: CSS=13.6, Synergy_ZIP=-4.73, Synergy_Bliss=-0.500, Synergy_Loewe=0.724, Synergy_HSA=1.65. (3) Drug 1: C1=CC(=C2C(=C1NCCNCCO)C(=O)C3=C(C=CC(=C3C2=O)O)O)NCCNCCO. Drug 2: C1=NC2=C(N1)C(=S)N=C(N2)N. Cell line: HCT116. Synergy scores: CSS=58.0, Synergy_ZIP=-6.28, Synergy_Bliss=-7.39, Synergy_Loewe=-3.49, Synergy_HSA=-0.466. (4) Drug 1: CC12CCC(CC1=CCC3C2CCC4(C3CC=C4C5=CN=CC=C5)C)O. Drug 2: C1=NC2=C(N=C(N=C2N1C3C(C(C(O3)CO)O)O)F)N. Cell line: HCT-15. Synergy scores: CSS=4.09, Synergy_ZIP=0.893, Synergy_Bliss=0.989, Synergy_Loewe=-4.26, Synergy_HSA=-1.60. (5) Drug 1: C1=NNC2=C1C(=O)NC=N2. Drug 2: C1CN(P(=O)(OC1)NCCCl)CCCl. Cell line: ACHN. Synergy scores: CSS=-0.562, Synergy_ZIP=1.11, Synergy_Bliss=1.14, Synergy_Loewe=-3.15, Synergy_HSA=-1.64. (6) Cell line: 786-0. Drug 1: CCCCCOC(=O)NC1=NC(=O)N(C=C1F)C2C(C(C(O2)C)O)O. Drug 2: CCN(CC)CCCC(C)NC1=C2C=C(C=CC2=NC3=C1C=CC(=C3)Cl)OC. Synergy scores: CSS=16.1, Synergy_ZIP=1.10, Synergy_Bliss=2.64, Synergy_Loewe=-27.2, Synergy_HSA=-3.27. (7) Drug 1: CC1OCC2C(O1)C(C(C(O2)OC3C4COC(=O)C4C(C5=CC6=C(C=C35)OCO6)C7=CC(=C(C(=C7)OC)O)OC)O)O. Drug 2: CCCCCOC(=O)NC1=NC(=O)N(C=C1F)C2C(C(C(O2)C)O)O. Cell line: SN12C. Synergy scores: CSS=32.8, Synergy_ZIP=-9.94, Synergy_Bliss=-3.05, Synergy_Loewe=-50.2, Synergy_HSA=-1.31.